From a dataset of Full USPTO retrosynthesis dataset with 1.9M reactions from patents (1976-2016). Predict the reactants needed to synthesize the given product. (1) Given the product [CH3:14][C:7]1[C:8]([C:9]([O:11][CH2:12][CH3:13])=[O:10])=[C:4]([NH:1][C:2]([NH2:16])=[S:3])[S:5][C:6]=1[CH3:15], predict the reactants needed to synthesize it. The reactants are: [N:1]([C:4]1[S:5][C:6]([CH3:15])=[C:7]([CH3:14])[C:8]=1[C:9]([O:11][CH2:12][CH3:13])=[O:10])=[C:2]=[S:3].[NH3:16]. (2) Given the product [C:9]([O:8][CH2:7][C:6]([CH2:18][CH2:19][C:20]1([CH2:26][CH2:27][OH:28])[CH2:25][CH2:24][CH2:23][CH2:22][CH2:21]1)([CH2:12][CH2:13][O:14][C:15](=[O:17])[CH3:16])[CH2:5][O:4][C:1](=[O:3])[CH3:2])(=[O:11])[CH3:10], predict the reactants needed to synthesize it. The reactants are: [C:1]([O:4][CH2:5][C:6]([CH2:18][CH2:19][C:20]1([CH2:26][CH2:27][O:28][Si](C(C)(C)C)(C2C=CC=CC=2)C2C=CC=CC=2)[CH2:25][CH2:24][CH2:23][CH2:22][CH2:21]1)([CH2:12][CH2:13][O:14][C:15](=[O:17])[CH3:16])[CH2:7][O:8][C:9](=[O:11])[CH3:10])(=[O:3])[CH3:2].Cl.O. (3) Given the product [CH:1]1([S:6]([C:8]2[CH:9]=[C:10]([CH:16]=[CH:17][CH:18]=2)[CH2:11][O:12][CH2:13][CH2:14][OH:15])(=[O:27])=[O:7])[CH2:5][CH2:4][CH2:3][CH2:2]1, predict the reactants needed to synthesize it. The reactants are: [CH:1]1([S:6]([C:8]2[CH:9]=[C:10]([CH:16]=[CH:17][CH:18]=2)[CH2:11][O:12][CH2:13][CH2:14][OH:15])=[O:7])[CH2:5][CH2:4][CH2:3][CH2:2]1.ClC1C=CC=C(C(OO)=[O:27])C=1.